Dataset: Reaction yield outcomes from USPTO patents with 853,638 reactions. Task: Predict the reaction yield, written as a fraction of the theoretical maximum amount of product (1.0 means a 100% yield; for example, 0.34 means a 34% yield). (1) The reactants are [Cl:1][C:2]1[CH:7]=[CH:6][CH:5]=[C:4]([Cl:8])[C:3]=1[CH2:9][S:10]([C:13]1[CH:14]=[C:15]2[C:19](=[CH:20][CH:21]=1)[NH:18][C:17](=[O:22])/[C:16]/2=[CH:23]\[C:24]1[NH:28][C:27]([CH3:29])=[C:26]([C:30](O)=[O:31])[C:25]=1[CH3:33])(=[O:12])=[O:11].C(N(CC)CC)C.CN([P+](ON1N=NC2C=CC=CC1=2)(N(C)C)N(C)C)C.F[P-](F)(F)(F)(F)F.[F:68][CH:69]1[CH2:74][CH2:73][N:72]([CH2:75][CH2:76][NH2:77])[CH2:71][CH2:70]1. The catalyst is CN(C=O)C. The product is [F:68][CH:69]1[CH2:74][CH2:73][N:72]([CH2:75][CH2:76][NH:77][C:30]([C:26]2[C:25]([CH3:33])=[C:24](/[CH:23]=[C:16]3\[C:17](=[O:22])[NH:18][C:19]4[C:15]\3=[CH:14][C:13]([S:10]([CH2:9][C:3]3[C:2]([Cl:1])=[CH:7][CH:6]=[CH:5][C:4]=3[Cl:8])(=[O:11])=[O:12])=[CH:21][CH:20]=4)[NH:28][C:27]=2[CH3:29])=[O:31])[CH2:71][CH2:70]1. The yield is 0.470. (2) The reactants are [NH2:1][C:2]1[C:3]([N+:18]([O-])=O)=[C:4]([CH:9]=[C:10]([N:12]2[CH2:17][CH2:16][O:15][CH2:14][CH2:13]2)[CH:11]=1)[C:5]([O:7][CH3:8])=[O:6].C(Cl)Cl.[CH3:24][C:25](O)=O. The catalyst is [Fe]. The product is [CH3:24][C:25]1[NH:18][C:3]2[C:4]([C:5]([O:7][CH3:8])=[O:6])=[CH:9][C:10]([N:12]3[CH2:17][CH2:16][O:15][CH2:14][CH2:13]3)=[CH:11][C:2]=2[N:1]=1. The yield is 0.770. (3) The reactants are Cl.[NH2:2][C:3]1[C:11]([OH:12])=[C:10]2[C:6]([CH2:7][CH2:8][CH:9]2[CH2:13][CH2:14][NH:15][C:16](=[O:18])[CH3:17])=[CH:5][CH:4]=1.[CH3:19][O:20][C:21](OC)(OC)OC. The catalyst is O1CCCC1.C(OCC)(=O)C.C(=O)([O-])O.[Na+]. The product is [CH3:19][O:20][C:21]1[O:12][C:11]2[C:10]3[CH:9]([CH2:13][CH2:14][NH:15][C:16](=[O:18])[CH3:17])[CH2:8][CH2:7][C:6]=3[CH:5]=[CH:4][C:3]=2[N:2]=1. The yield is 0.580. (4) The reactants are [CH3:1][O:2][C:3]1[CH:10]=[CH:9][C:6]([CH2:7][NH2:8])=[CH:5][CH:4]=1.[C:11](C1NC=CN=1)(C1NC=CN=1)=[S:12]. The catalyst is C(OCC)(=O)C. The product is [N:8]([CH2:7][C:6]1[CH:9]=[CH:10][C:3]([O:2][CH3:1])=[CH:4][CH:5]=1)=[C:11]=[S:12]. The yield is 0.870. (5) The reactants are [OH-].[Na+].C([O:5][C:6]([C:8]1[CH:12]=[C:11]([C:13]2[CH:17]=[CH:16][N:15]([CH3:18])[CH:14]=2)[N:10]([C:19]2[CH:20]=[N:21][C:22]([O:25][CH3:26])=[CH:23][CH:24]=2)[N:9]=1)=[O:7])C.O.C(OCC)C. The catalyst is O1CCCC1. The product is [CH3:26][O:25][C:22]1[N:21]=[CH:20][C:19]([N:10]2[C:11]([C:13]3[CH:17]=[CH:16][N:15]([CH3:18])[CH:14]=3)=[CH:12][C:8]([C:6]([OH:7])=[O:5])=[N:9]2)=[CH:24][CH:23]=1. The yield is 0.680. (6) The reactants are [I:1][C:2]1[C:10]2[NH:9][C:8]3[CH2:11][CH2:12][NH:13][CH2:14][C:7]=3[C:6]=2[CH:5]=[CH:4][CH:3]=1.C([O-])([O-])=O.[Na+].[Na+].[CH3:21][C:22]([O:25][C:26](O[C:26]([O:25][C:22]([CH3:24])([CH3:23])[CH3:21])=[O:27])=[O:27])([CH3:24])[CH3:23].CCOC(C)=O. The catalyst is C1COCC1.O. The product is [C:22]([O:25][C:26]([N:13]1[CH2:12][CH2:11][C:8]2[NH:9][C:10]3[C:2]([I:1])=[CH:3][CH:4]=[CH:5][C:6]=3[C:7]=2[CH2:14]1)=[O:27])([CH3:24])([CH3:23])[CH3:21]. The yield is 0.880. (7) The reactants are [CH3:1][O:2][C:3](Cl)=[O:4].[CH3:6][O:7][C:8]1[CH:52]=[C:51]([O:53][CH3:54])[CH:50]=[C:49]([O:55][CH3:56])[C:9]=1/[CH:10]=[CH:11]/[CH:12]([S:22]([CH:25](/[CH:35]=[CH:36]/[C:37]1[C:42]([O:43][CH3:44])=[CH:41][C:40]([O:45][CH3:46])=[CH:39][C:38]=1[O:47][CH3:48])[C:26]1[CH:31]=[CH:30][C:29]([O:32][CH3:33])=[C:28]([NH2:34])[CH:27]=1)(=[O:24])=[O:23])[C:13]1[CH:18]=[CH:17][C:16]([O:19][CH3:20])=[C:15]([NH2:21])[CH:14]=1. No catalyst specified. The product is [CH3:56][O:55][C:49]1[CH:50]=[C:51]([O:53][CH3:54])[CH:52]=[C:8]([O:7][CH3:6])[C:9]=1/[CH:10]=[CH:11]/[CH:12]([S:22]([CH:25](/[CH:35]=[CH:36]/[C:37]1[C:38]([O:47][CH3:48])=[CH:39][C:40]([O:45][CH3:46])=[CH:41][C:42]=1[O:43][CH3:44])[C:26]1[CH:31]=[CH:30][C:29]([O:32][CH3:33])=[C:28]([NH:34][C:3]([O:2][CH3:1])=[O:4])[CH:27]=1)(=[O:24])=[O:23])[C:13]1[CH:18]=[CH:17][C:16]([O:19][CH3:20])=[C:15]([NH:21][C:3]([O:2][CH3:1])=[O:4])[CH:14]=1. The yield is 0.510. (8) The reactants are [Cl-].[Br:2][C:3]1[CH:4]=[C:5]([CH:26]=[CH:27][CH:28]=1)[CH2:6][P+](C1C=CC=CC=1)(C1C=CC=CC=1)C1C=CC=CC=1.[CH2:29]([Li])[CH2:30][CH2:31]C.C(=O)CC.CCCCCC. The catalyst is C1COCC1. The product is [Br:2][C:3]1[CH:28]=[CH:27][CH:26]=[C:5]([CH:6]=[CH:29][CH2:30][CH3:31])[CH:4]=1. The yield is 0.900. (9) The reactants are [NH2:1][C:2]1[CH:7]=[CH:6][C:5]([N+:8]([O-:10])=[O:9])=[CH:4][C:3]=1[SH:11].C(=O)([O-])[O-].[K+].[K+].Br[CH2:19][C:20](OC)=[O:21]. The catalyst is CN(C=O)C. The product is [N+:8]([C:5]1[CH:6]=[CH:7][C:2]2[NH:1][C:20](=[O:21])[CH2:19][S:11][C:3]=2[CH:4]=1)([O-:10])=[O:9]. The yield is 0.740.